Predict the product of the given reaction. From a dataset of Forward reaction prediction with 1.9M reactions from USPTO patents (1976-2016). (1) Given the reactants [CH3:1][C:2]1[N:3]=[C:4]([C:12]2[CH:17]=[CH:16][CH:15]=[C:14]([C:18]([F:21])([F:20])[F:19])[CH:13]=2)[N:5]2[C:10]=1[CH:9]=[N:8][C:7]([NH2:11])=[N:6]2.I[C:23]1[CH:24]=[C:25]([CH:35]=[CH:36][CH:37]=1)[CH2:26][NH:27][C:28](=[O:34])[O:29][C:30]([CH3:33])([CH3:32])[CH3:31].C(P(C(C)(C)C)C1C=CC=CC=1C1C=CC=CC=1)(C)(C)C.CC([O-])(C)C.[Na+], predict the reaction product. The product is: [CH3:1][C:2]1[N:3]=[C:4]([C:12]2[CH:17]=[CH:16][CH:15]=[C:14]([C:18]([F:21])([F:19])[F:20])[CH:13]=2)[N:5]2[C:10]=1[CH:9]=[N:8][C:7]([NH:11][C:23]1[CH:24]=[C:25]([CH:35]=[CH:36][CH:37]=1)[CH2:26][NH:27][C:28](=[O:34])[O:29][C:30]([CH3:32])([CH3:33])[CH3:31])=[N:6]2. (2) Given the reactants [N+:1]([C:4]1[CH:5]=[C:6]([CH:9]=[CH:10][CH:11]=1)[CH:7]=[O:8])([O-:3])=[O:2].[P:12]([O-:19])([O:16][CH2:17][CH3:18])[O:13][CH2:14][CH3:15].[F-].[K+], predict the reaction product. The product is: [OH:8][CH:7]([P:12](=[O:19])([O:16][CH2:17][CH3:18])[O:13][CH2:14][CH3:15])[C:6]1[CH:9]=[CH:10][CH:11]=[C:4]([N+:1]([O-:3])=[O:2])[CH:5]=1. (3) Given the reactants [CH2:1]([N:4]1[CH2:9][CH2:8][N:7]([C:10]2[CH:15]=[CH:14][C:13]([N+:16]([O-])=O)=[CH:12][N:11]=2)[CH2:6][CH2:5]1)[CH:2]=[CH2:3].O.O.[Sn](Cl)Cl, predict the reaction product. The product is: [CH2:1]([N:4]1[CH2:5][CH2:6][N:7]([C:10]2[N:11]=[CH:12][C:13]([NH2:16])=[CH:14][CH:15]=2)[CH2:8][CH2:9]1)[CH:2]=[CH2:3]. (4) Given the reactants [C:1]([O:9][CH:10]1[C:18]2[C:13](=[CH:14][CH:15]=[C:16]([Cl:19])[CH:17]=2)[N:12]([CH2:20][CH2:21][CH3:22])[C:11]1=[O:23])(=[O:8])[C:2]1[CH:7]=[CH:6][CH:5]=[CH:4][CH:3]=1.C[Si]([N-][Si](C)(C)C)(C)C.[K+].C(O[CH2:43][C:44]1[C:52]2[C:47](=[CH:48][CH:49]=[CH:50][CH:51]=2)[N:46](C(=O)C2C=CC=CC=2)[CH:45]=1)(=O)C1C=CC=CC=1.Cl, predict the reaction product. The product is: [C:1]([O:9][C:10]1([CH2:43][C:44]2[C:52]3[C:47](=[CH:48][CH:49]=[CH:50][CH:51]=3)[NH:46][CH:45]=2)[C:18]2[C:13](=[CH:14][CH:15]=[C:16]([Cl:19])[CH:17]=2)[N:12]([CH2:20][CH2:21][CH3:22])[C:11]1=[O:23])(=[O:8])[C:2]1[CH:7]=[CH:6][CH:5]=[CH:4][CH:3]=1. (5) Given the reactants [CH:1]([Mg]Br)=[CH2:2].Br[C:6]1[CH:11]=[CH:10][C:9]([C:12]([F:15])([F:14])[F:13])=[CH:8][N:7]=1, predict the reaction product. The product is: [CH:1]([C:6]1[CH:11]=[CH:10][C:9]([C:12]([F:15])([F:14])[F:13])=[CH:8][N:7]=1)=[CH2:2]. (6) Given the reactants [Cl:1][C:2]1[CH:3]=[C:4]([C:8]2[S:9][CH:10]=[C:11]([C@@H:13]3[CH2:18][C:17]([F:20])([F:19])[CH2:16][CH2:15][C@H:14]3[C:21]([O:23][CH3:24])=[O:22])[N:12]=2)[CH:5]=[N:6][CH:7]=1.C1C(=O)N([Br:32])C(=O)C1.ClCC([C@@H]1CCCC[C@H]1C(OC)=O)=O, predict the reaction product. The product is: [Br:32][C:10]1[S:9][C:8]([C:4]2[CH:5]=[N:6][CH:7]=[C:2]([Cl:1])[CH:3]=2)=[N:12][C:11]=1[C@@H:13]1[CH2:18][C:17]([F:19])([F:20])[CH2:16][CH2:15][C@H:14]1[C:21]([O:23][CH3:24])=[O:22]. (7) Given the reactants C([O:3][C:4](=[O:30])[CH:5]([C:10]1[CH:11]=[C:12]([C:21]2[C:26]([CH:27]([CH3:29])[CH3:28])=[CH:25][CH:24]=[CH:23][CH:22]=2)[C:13]([O:16][CH2:17][CH:18]2[CH2:20][CH2:19]2)=[CH:14][CH:15]=1)[CH2:6][CH:7]([CH3:9])[CH3:8])C.O.[OH-].[Li+], predict the reaction product. The product is: [CH:18]1([CH2:17][O:16][C:13]2[C:12]([C:21]3[C:26]([CH:27]([CH3:29])[CH3:28])=[CH:25][CH:24]=[CH:23][CH:22]=3)=[CH:11][C:10]([CH:5]([CH2:6][CH:7]([CH3:9])[CH3:8])[C:4]([OH:30])=[O:3])=[CH:15][CH:14]=2)[CH2:19][CH2:20]1.